Dataset: Hepatocyte clearance measurements from AstraZeneca. Task: Regression/Classification. Given a drug SMILES string, predict its absorption, distribution, metabolism, or excretion properties. Task type varies by dataset: regression for continuous measurements (e.g., permeability, clearance, half-life) or binary classification for categorical outcomes (e.g., BBB penetration, CYP inhibition). For this dataset (clearance_hepatocyte_az), we predict log10(clearance) (log10 of the in vitro intrinsic clearance, CLint, in uL/min per 10^6 hepatocytes; values are censored to the assay range of 3 to 150, which is 0.477 to 2.18 on this log10 scale). (1) The drug is c1ccc(Oc2nccc3ccccc23)cc1. The log10(clearance) is 2.18. (2) The drug is CC(C)S(=O)(=O)c1ccc(-c2cnc(N)c(C(=O)Nc3ccccc3)n2)cc1. The log10(clearance) is 1.32.